This data is from Reaction yield outcomes from USPTO patents with 853,638 reactions. The task is: Predict the reaction yield, written as a fraction of the theoretical maximum amount of product (1.0 means a 100% yield; for example, 0.34 means a 34% yield). The reactants are [CH2:1]1[C:5]2([CH2:10][CH2:9][NH:8][CH2:7][CH2:6]2)[CH2:4][CH2:3][N:2]1C(OC(C)(C)C)=O.[Cl:18][C:19]1[CH:24]=[CH:23][N:22]=[C:21]([CH3:25])[CH:20]=1.[CH2:26](N(C(C)C)C(C)C)C. No catalyst specified. The product is [ClH:18].[CH3:26][C:23]1[CH:24]=[C:19]([N:8]2[CH2:7][CH2:6][C:5]3([CH2:1][NH:2][CH2:3][CH2:4]3)[CH2:10][CH2:9]2)[CH:20]=[C:21]([CH3:25])[N:22]=1. The yield is 0.500.